Dataset: Retrosynthesis with 50K atom-mapped reactions and 10 reaction types from USPTO. Task: Predict the reactants needed to synthesize the given product. Given the product COC(=O)c1ccc(C(=O)c2ccccc2CN2C(=O)N(c3ccc(F)c(C(F)(F)F)c3)C(=O)C2(C)C)cc1, predict the reactants needed to synthesize it. The reactants are: CC1(C)NC(=O)N(c2ccc(F)c(C(F)(F)F)c2)C1=O.COC(=O)c1ccc(C(=O)c2ccccc2CBr)cc1.